Dataset: Reaction yield outcomes from USPTO patents with 853,638 reactions. Task: Predict the reaction yield, written as a fraction of the theoretical maximum amount of product (1.0 means a 100% yield; for example, 0.34 means a 34% yield). (1) The reactants are [CH3:1][C:2]1[N:3]=[CH:4][C:5]([C:8]([OH:10])=[O:9])=[N:6][CH:7]=1.[CH2:11](O)[CH3:12]. No catalyst specified. The product is [CH3:1][C:2]1[N:3]=[CH:4][C:5]([C:8]([O:10][CH2:11][CH3:12])=[O:9])=[N:6][CH:7]=1. The yield is 0.930. (2) The reactants are C(=O)([O-])O.[K+].[I:6][C:7]1[CH:8]=[C:9]([C:14](=[NH:16])[NH2:15])[CH:10]=[CH:11][C:12]=1[CH3:13].Cl[CH2:18][C:19](=O)[CH3:20]. The catalyst is O1CCCC1.O. The product is [I:6][C:7]1[CH:8]=[C:9]([C:14]2[NH:15][C:19]([CH3:20])=[CH:18][N:16]=2)[CH:10]=[CH:11][C:12]=1[CH3:13]. The yield is 0.220. (3) The reactants are C[Si]([N-][Si](C)(C)C)(C)C.[Na+].[Cl:11][C:12]1[C:17]2[O:18][CH2:19][C:20]([CH3:23])([CH3:22])[NH:21][C:16]=2[CH:15]=[N:14][N:13]=1.I[CH3:25]. The catalyst is C1COCC1. The product is [Cl:11][C:12]1[C:17]2[O:18][CH2:19][C:20]([CH3:23])([CH3:22])[N:21]([CH3:25])[C:16]=2[CH:15]=[N:14][N:13]=1. The yield is 0.240. (4) The reactants are [CH:1]1[C:9]2[C:8]3[CH:10]=[CH:11][CH:12]=[CH:13][C:7]=3[O:6][C:5]=2[C:4](B(O)O)=[CH:3][CH:2]=1.Br[C:18]1[CH:25]=[CH:24][C:21]([C:22]#[N:23])=[CH:20][CH:19]=1.C(=O)([O-])[O-].[Na+].[Na+]. The catalyst is C1(C)C=CC=CC=1.O. The product is [CH:1]1[C:9]2[C:8]3[CH:10]=[CH:11][CH:12]=[CH:13][C:7]=3[O:6][C:5]=2[C:4]([C:18]2[CH:25]=[CH:24][C:21]([C:22]#[N:23])=[CH:20][CH:19]=2)=[CH:3][CH:2]=1. The yield is 0.790. (5) The reactants are [NH:1]1[CH2:6][CH2:5][CH:4]([C:7]#[N:8])[CH2:3][CH2:2]1.[C:9](O[C:9]([O:11][C:12]([CH3:15])([CH3:14])[CH3:13])=[O:10])([O:11][C:12]([CH3:15])([CH3:14])[CH3:13])=[O:10].ClC1C(C=O)=CN=C(SC)N=1.Cl. The catalyst is C(Cl)Cl. The product is [C:7]([CH:4]1[CH2:5][CH2:6][N:1]([C:9]([O:11][C:12]([CH3:15])([CH3:14])[CH3:13])=[O:10])[CH2:2][CH2:3]1)#[N:8]. The yield is 0.952. (6) The reactants are [NH2:1][C:2]1[N:7]=[CH:6][N:5]=[C:4]2[N:8]([C@@H:12]3[CH2:17][CH2:16][CH2:15][N:14]([C:18]([O:20][C:21]([CH3:24])([CH3:23])[CH3:22])=[O:19])[CH2:13]3)[N:9]=[C:10](I)[C:3]=12.[F:25][C:26]1[CH:27]=[C:28]([CH:45]=[CH:46][CH:47]=1)[O:29][C:30]1[CH:35]=[CH:34][C:33](B2OC(C)(C)C(C)(C)O2)=[CH:32][CH:31]=1.C(=O)([O-])[O-].[Na+].[Na+].COCCOC. The catalyst is C1C=CC([P]([Pd]([P](C2C=CC=CC=2)(C2C=CC=CC=2)C2C=CC=CC=2)([P](C2C=CC=CC=2)(C2C=CC=CC=2)C2C=CC=CC=2)[P](C2C=CC=CC=2)(C2C=CC=CC=2)C2C=CC=CC=2)(C2C=CC=CC=2)C2C=CC=CC=2)=CC=1.O. The product is [NH2:1][C:2]1[N:7]=[CH:6][N:5]=[C:4]2[N:8]([C@@H:12]3[CH2:17][CH2:16][CH2:15][N:14]([C:18]([O:20][C:21]([CH3:24])([CH3:23])[CH3:22])=[O:19])[CH2:13]3)[N:9]=[C:10]([C:33]3[CH:32]=[CH:31][C:30]([O:29][C:28]4[CH:45]=[CH:46][CH:47]=[C:26]([F:25])[CH:27]=4)=[CH:35][CH:34]=3)[C:3]=12. The yield is 0.760. (7) The reactants are [S:1]1[C:5]2[CH:6]=[CH:7][CH:8]=[CH:9][C:4]=2[CH:3]=[C:2]1[C:10]([NH:12][C:13]1[N:21]=[CH:20][CH:19]=[CH:18][C:14]=1[C:15]([NH2:17])=[O:16])=O.[OH-].[Na+]. The catalyst is C(O)C. The product is [S:1]1[C:5]2[CH:6]=[CH:7][CH:8]=[CH:9][C:4]=2[CH:3]=[C:2]1[C:10]1[N:17]=[C:15]([OH:16])[C:14]2[CH:18]=[CH:19][CH:20]=[N:21][C:13]=2[N:12]=1. The yield is 0.570. (8) The reactants are [CH2:1]([NH:3][C:4](=[O:36])[NH:5][C:6]1[CH:11]=[CH:10][C:9]([C:12]2[N:13]=[C:14]([N:29]3[CH2:34][CH2:33][O:32][CH2:31][C@@H:30]3[CH3:35])[C:15]3C[CH2:20][N:19]([C:22]([O:24][C:25](C)(C)[CH3:26])=[O:23])[CH2:18][C:16]=3[N:17]=2)=[CH:8][CH:7]=1)[CH3:2].ClC1N=C(N2CCOC[C@@H]2C)C2CN(C(OCC)=O)CC=2N=1.[F:59]CCNC(NC1C=CC(B2OC(C)(C)C(C)(C)O2)=CC=1)=O. The catalyst is C1C=CC(P(C2C=CC=CC=2)[C-]2C=CC=C2)=CC=1.C1C=CC(P(C2C=CC=CC=2)[C-]2C=CC=C2)=CC=1.Cl[Pd]Cl.[Fe+2]. The product is [F:59][CH2:2][CH2:1][NH:3][C:4](=[O:36])[NH:5][C:6]1[CH:7]=[CH:8][C:9]([C:12]2[N:13]=[C:14]([N:29]3[CH2:34][CH2:33][O:32][CH2:31][C@@H:30]3[CH3:35])[C:15]3[CH2:20][N:19]([C:22]([O:24][CH2:25][CH3:26])=[O:23])[CH2:18][C:16]=3[N:17]=2)=[CH:10][CH:11]=1. The yield is 0.130. (9) The reactants are [C:1]([C:3]1[CH:19]=[CH:18][C:6]([O:7][C:8]2[CH:9]=[CH:10][C:11]3[B:15]([OH:16])[O:14][CH2:13][C:12]=3[CH:17]=2)=[CH:5][C:4]=1[C:20]([O:22][CH3:23])=[O:21])#[N:2].[OH-:24].[Na+].Cl. The catalyst is CO. The product is [C:1]([C:3]1[CH:19]=[CH:18][C:6]([O:7][C:8]2[CH:9]=[CH:10][C:11]3[B:15]([OH:16])[O:14][CH2:13][C:12]=3[CH:17]=2)=[CH:5][C:4]=1[C:20]([O:22][CH3:23])=[O:21])(=[O:24])[NH2:2]. The yield is 0.190.